This data is from Full USPTO retrosynthesis dataset with 1.9M reactions from patents (1976-2016). The task is: Predict the reactants needed to synthesize the given product. (1) Given the product [CH3:19][O:18][C:16]([C:15]1[CH:21]=[N:3][N:2]2[C:4]3[C:5](=[CH:9][CH:10]=[CH:11][CH:12]=3)[C:6](=[O:8])[NH:14][C:13]=12)=[O:17], predict the reactants needed to synthesize it. The reactants are: Cl.[NH:2]([C:4]1[CH:12]=[CH:11][CH:10]=[CH:9][C:5]=1[C:6]([OH:8])=O)[NH2:3].[C:13](/[C:15](=[CH:21]\OCC)/[C:16]([O:18][CH2:19]C)=[O:17])#[N:14].C([O-])(=O)C.[Na+].O. (2) Given the product [C:38]([OH:40])(=[O:39])/[CH:37]=[CH:1]/[C:31]([OH:33])=[O:34].[CH3:23][NH:22][CH2:21][C:9]1[CH:8]=[C:7]([C:3]2[C:2]([CH3:1])=[CH:6][S:5][CH:4]=2)[N:11]([S:12]([C:15]2[CH:16]=[N:17][CH:18]=[CH:19][CH:20]=2)(=[O:13])=[O:14])[CH:10]=1, predict the reactants needed to synthesize it. The reactants are: [CH3:1][C:2]1[C:3]([C:7]2[N:11]([S:12]([C:15]3[CH:16]=[N:17][CH:18]=[CH:19][CH:20]=3)(=[O:14])=[O:13])[CH:10]=[C:9]([CH2:21][N:22](C)[C:23](=O)OC(C)(C)C)[CH:8]=2)=[CH:4][S:5][CH:6]=1.[C:31](=[O:34])([O-:33])O.[Na+].F[C:37](F)(F)[C:38]([OH:40])=[O:39]. (3) Given the product [CH2:1]([O:3][C:4]1[CH:5]=[C:6]([CH:7]=[N+:22]([C:14]([CH2:17][C:18]([CH3:21])([CH3:20])[CH3:19])([CH3:16])[CH3:15])[O-:23])[CH:9]=[CH:10][C:11]=1[O:12][CH3:13])[CH3:2], predict the reactants needed to synthesize it. The reactants are: [CH2:1]([O:3][C:4]1[CH:5]=[C:6]([CH:9]=[CH:10][C:11]=1[O:12][CH3:13])[CH:7]=O)[CH3:2].[C:14]([NH:22][OH:23])([CH2:17][C:18]([CH3:21])([CH3:20])[CH3:19])([CH3:16])[CH3:15].Cl. (4) The reactants are: [C:1]([NH:9][C:10]1[CH:30]=[CH:29][N:13]([C@@H:14]2[O:28][C@H:18]([CH2:19][O:20][Si](C(C)(C)C)(C)C)[C@@H:16]([OH:17])[CH2:15]2)[C:12](=[O:31])[N:11]=1)(=[O:8])[C:2]1[CH:7]=[CH:6][CH:5]=[CH:4][CH:3]=1.[N-:32]=[N+:33]=[N-:34].[Na+].[NH4+].[F-].[CH2:38](Cl)Cl. Given the product [C:1]([NH:9][C:10]1[CH:30]=[CH:29][N:13]([C@@H:14]2[O:28][C@H:18]([CH2:19][OH:20])[C@@H:16]([O:17][CH2:38][N:32]=[N+:33]=[N-:34])[CH2:15]2)[C:12](=[O:31])[N:11]=1)(=[O:8])[C:2]1[CH:3]=[CH:4][CH:5]=[CH:6][CH:7]=1, predict the reactants needed to synthesize it. (5) Given the product [NH:1]1[CH2:6][CH2:5][O:4][C@H:3]([CH2:7][CH2:8][N:9]2[C:13]3[CH:14]=[CH:15][CH:16]=[CH:17][C:12]=3[N:11]([C:18]3[CH:19]=[CH:20][CH:21]=[CH:22][CH:23]=3)[S:10]2(=[O:25])=[O:24])[CH2:2]1, predict the reactants needed to synthesize it. The reactants are: [NH:1]1[CH2:6][CH2:5][O:4][CH:3]([CH2:7][CH2:8][N:9]2[C:13]3[CH:14]=[CH:15][CH:16]=[CH:17][C:12]=3[N:11]([C:18]3[CH:23]=[CH:22][CH:21]=[CH:20][CH:19]=3)[S:10]2(=[O:25])=[O:24])[CH2:2]1. (6) Given the product [C:1]([C:3]1[CH:11]=[CH:10][C:6]([C:7]([NH:28][C:23]2[CH:24]=[CH:25][CH:26]=[CH:27][C:22]=2[C:18]2[O:17][CH:21]=[CH:20][CH:19]=2)=[O:9])=[CH:5][C:4]=1[CH3:12])#[N:2], predict the reactants needed to synthesize it. The reactants are: [C:1]([C:3]1[CH:11]=[CH:10][C:6]([C:7]([OH:9])=O)=[CH:5][C:4]=1[CH3:12])#[N:2].S(Cl)(Cl)=O.[O:17]1[CH:21]=[CH:20][CH:19]=[C:18]1[C:22]1[CH:27]=[CH:26][CH:25]=[CH:24][C:23]=1[NH2:28].C(N(CC)CC)C. (7) Given the product [C:1]([O:4][C:5]1[CH:10]=[CH:9][C:8]([CH:11]2[CH:20]([OH:21])[C:19]3[C:14](=[CH:15][C:16]([O:22][C:23](=[O:25])[CH3:24])=[CH:17][CH:18]=3)[O:13][CH:12]2[C:26]([F:29])([F:27])[F:28])=[CH:7][CH:6]=1)(=[O:3])[CH3:2], predict the reactants needed to synthesize it. The reactants are: [C:1]([O:4][C:5]1[CH:10]=[CH:9][C:8]([C:11]2[C:20](=[O:21])[C:19]3[C:14](=[CH:15][C:16]([O:22][C:23](=[O:25])[CH3:24])=[CH:17][CH:18]=3)[O:13][C:12]=2[C:26]([F:29])([F:28])[F:27])=[CH:7][CH:6]=1)(=[O:3])[CH3:2].